This data is from Forward reaction prediction with 1.9M reactions from USPTO patents (1976-2016). The task is: Predict the product of the given reaction. (1) Given the reactants F[P-](F)(F)(F)(F)F.N1(O[P+](N(C)C)(N(C)C)N(C)C)C2C=CC=CC=2N=N1.[CH:28]1([CH2:35][CH:36]([N:40]2[CH2:48][C:47]3[C:42](=[CH:43][CH:44]=[CH:45][CH:46]=3)[C:41]2=[O:49])[C:37](O)=[O:38])[CH2:34][CH2:33][CH2:32][CH2:31][CH2:30][CH2:29]1.[NH2:50][C:51]1[S:52][CH:53]=[CH:54][N:55]=1.C1(C[C@H](N2CC3C(=CC=CC=3)C2=O)C(NC2SC=CN=2)=O)CCCCC1, predict the reaction product. The product is: [CH:28]1([CH2:35][CH:36]([N:40]2[CH2:48][C:47]3[C:42](=[CH:43][CH:44]=[CH:45][CH:46]=3)[C:41]2=[O:49])[C:37]([NH:50][C:51]2[S:52][CH:53]=[CH:54][N:55]=2)=[O:38])[CH2:29][CH2:30][CH2:31][CH2:32][CH2:33][CH2:34]1. (2) Given the reactants [NH2:1][CH2:2][C:3]1[CH:4]=[C:5]2[C:9](=[C:10]([NH:12][CH:13]3[CH2:17][CH2:16][CH2:15][CH2:14]3)[CH:11]=1)[NH:8][C:7]([C:18]1[S:19][CH2:20][C@@H:21]([CH2:23][OH:24])[N:22]=1)=[CH:6]2.[O:25]1[CH:29]=[CH:28][CH:27]=[C:26]1[C:30](O)=[O:31], predict the reaction product. The product is: [CH:13]1([NH:12][C:10]2[CH:11]=[C:3]([CH2:2][NH:1][C:30]([C:26]3[O:25][CH:29]=[CH:28][CH:27]=3)=[O:31])[CH:4]=[C:5]3[C:9]=2[NH:8][C:7]([C:18]2[S:19][CH2:20][C@@H:21]([CH2:23][OH:24])[N:22]=2)=[CH:6]3)[CH2:17][CH2:16][CH2:15][CH2:14]1. (3) Given the reactants [CH2:1](Br)[C:2]1[CH:7]=[CH:6][CH:5]=[CH:4][CH:3]=1.[Br:9][C:10]1[CH:15]=[C:14]([O:16][CH2:17][CH2:18][CH2:19][CH2:20][CH2:21][CH2:22][CH2:23][CH2:24][CH2:25][CH2:26][CH2:27][CH3:28])[C:13]([Br:29])=[CH:12][C:11]=1[OH:30].C([O-])([O-])=O.[K+].[K+], predict the reaction product. The product is: [Br:9][C:10]1[CH:15]=[C:14]([O:16][CH2:17][CH2:18][CH2:19][CH2:20][CH2:21][CH2:22][CH2:23][CH2:24][CH2:25][CH2:26][CH2:27][CH3:28])[C:13]([Br:29])=[CH:12][C:11]=1[O:30][CH2:1][C:2]1[CH:7]=[CH:6][CH:5]=[CH:4][CH:3]=1.